This data is from Forward reaction prediction with 1.9M reactions from USPTO patents (1976-2016). The task is: Predict the product of the given reaction. Given the reactants [CH3:1][O:2][C:3]1[C:11]([O:12][CH3:13])=[CH:10][C:6]2[NH:7][CH:8]=[N:9][C:5]=2[CH:4]=1.[H-].[Na+].[CH3:16][O:17][C:18]([C:20]1[S:24][C:23](Br)=[N:22][C:21]=1[Br:26])=[O:19].O, predict the reaction product. The product is: [CH3:16][O:17][C:18]([C:20]1[S:24][C:23]([N:9]2[C:5]3[CH:4]=[C:3]([O:2][CH3:1])[C:11]([O:12][CH3:13])=[CH:10][C:6]=3[N:7]=[CH:8]2)=[N:22][C:21]=1[Br:26])=[O:19].